This data is from Catalyst prediction with 721,799 reactions and 888 catalyst types from USPTO. The task is: Predict which catalyst facilitates the given reaction. (1) Reactant: [CH3:1][C:2]1[CH:7]=[CH:6][C:5]([C:8]2[CH:13]=[C:12]([C:14](=[O:24])[NH:15][CH2:16][C:17]3[CH:18]=[N:19][C:20]([CH3:23])=[CH:21][CH:22]=3)[CH:11]=[C:10]([C:25]([O:27]CC)=[O:26])[CH:9]=2)=[CH:4][CH:3]=1.[OH-].[Li+].CCO. Product: [CH3:1][C:2]1[CH:7]=[CH:6][C:5]([C:8]2[CH:13]=[C:12]([C:14](=[O:24])[NH:15][CH2:16][C:17]3[CH:18]=[N:19][C:20]([CH3:23])=[CH:21][CH:22]=3)[CH:11]=[C:10]([C:25]([OH:27])=[O:26])[CH:9]=2)=[CH:4][CH:3]=1. The catalyst class is: 6. (2) Reactant: [CH3:1][O:2][CH2:3][C@H:4]([O:6][C:7]1[CH:12]=[CH:11][CH:10]=[C:9]([N+:13]([O-])=O)[CH:8]=1)[CH3:5]. Product: [CH3:1][O:2][CH2:3][C@H:4]([O:6][C:7]1[CH:8]=[C:9]([CH:10]=[CH:11][CH:12]=1)[NH2:13])[CH3:5]. The catalyst class is: 19. (3) Reactant: [CH:1]1(CO)[CH2:4]C[CH2:2]1.[C:24]1(P([C:20]2[CH:25]=[CH:24][CH:23]=[CH:22]C=2)[C:24]2[CH:25]=[CH:20]C=[CH:22][CH:23]=2)[CH:25]=[CH:20]C=[CH:22][CH:23]=1.[N:26]([C:34]([O:36][CH:37]([CH3:39])[CH3:38])=[O:35])=[N:26][C:34]([O:36][CH:37]([CH3:39])[CH3:38])=[O:35].S[CH2:41]C(O)=O.S([O-])(O)(=O)=O.[K+].C([N:53]([CH2:56][CH3:57])CC)C. Product: [CH:57]1([CH2:56][NH:53][CH:24]2[CH2:23][CH2:22][N:26]([C:34]([O:36][C:37]([CH3:38])([CH3:39])[CH3:41])=[O:35])[CH2:20][CH2:25]2)[CH2:4][CH2:1][CH2:2]1. The catalyst class is: 30.